Regression. Given a peptide amino acid sequence and an MHC pseudo amino acid sequence, predict their binding affinity value. This is MHC class II binding data. From a dataset of Peptide-MHC class II binding affinity with 134,281 pairs from IEDB. The peptide sequence is SQDLELSWNLNGKQAY. The MHC is HLA-DQA10301-DQB10302 with pseudo-sequence HLA-DQA10301-DQB10302. The binding affinity (normalized) is 0.327.